This data is from Forward reaction prediction with 1.9M reactions from USPTO patents (1976-2016). The task is: Predict the product of the given reaction. (1) Given the reactants [NH2:1][C:2]1[CH:10]=[C:9]([Cl:11])[CH:8]=[CH:7][C:3]=1[C:4](O)=O.[C:12]1(=O)[CH2:17][CH2:16][CH2:15][CH2:14][CH2:13]1.P(Cl)(Cl)([Cl:21])=O, predict the reaction product. The product is: [Cl:11][C:9]1[CH:10]=[C:2]2[C:3](=[CH:7][CH:8]=1)[C:4]([Cl:21])=[C:17]1[C:12]([CH2:13][CH2:14][CH2:15][CH2:16]1)=[N:1]2. (2) Given the reactants [CH:1]1([C:4]2[NH:13][C:7]3[N:8]=[N:9][C:10](I)=[CH:11][C:6]=3[CH:5]=2)[CH2:3][CH2:2]1.[CH2:14]([C:18]1[S:22][C:21]([NH:23][C:24](=[O:33])[C@@H:25]([OH:32])[C:26]2[CH:31]=[CH:30][CH:29]=[CH:28][CH:27]=2)=[N:20][N:19]=1)[CH2:15][C:16]#[CH:17].CCN(CC)CC, predict the reaction product. The product is: [CH:1]1([C:4]2[NH:13][C:7]3[N:8]=[N:9][C:10]([C:17]#[C:16][CH2:15][CH2:14][C:18]4[S:22][C:21]([NH:23][C:24](=[O:33])[C@@H:25]([OH:32])[C:26]5[CH:31]=[CH:30][CH:29]=[CH:28][CH:27]=5)=[N:20][N:19]=4)=[CH:11][C:6]=3[CH:5]=2)[CH2:3][CH2:2]1. (3) Given the reactants [NH2:1][C:2]1[S:3][CH:4]=[CH:5][N:6]=1.Br[CH2:8][CH:9]1[CH2:12][CH2:11][CH2:10]1.C(Cl)Cl.C[OH:17], predict the reaction product. The product is: [NH4+:1].[OH-:17].[CH:9]1([CH2:8][N:6]2[CH:5]=[CH:4][S:3][C:2]2=[NH:1])[CH2:12][CH2:11][CH2:10]1. (4) Given the reactants CCCCCC.[H-].[Na+].[CH2:9]([C:13]1[NH:14][CH:15]=[CH:16][N:17]=1)[CH2:10][CH2:11][CH3:12].[CH3:18][Si:19]([CH3:26])([CH3:25])[CH2:20][CH2:21]OCCl.CN(C)[CH:29]=[O:30], predict the reaction product. The product is: [CH2:9]([C:13]1[NH:14][CH:15]=[C:16]([CH2:29][O:30][CH:20]([Si:19]([CH3:18])([CH3:25])[CH3:26])[CH3:21])[N:17]=1)[CH2:10][CH2:11][CH3:12]. (5) Given the reactants [C:1]([O:6][C:7]1[C:16]2C(=CC=CC=2)C=C[CH:8]=1)(=[O:5])[C:2]([CH3:4])=[CH2:3].[CH3:25][C:24](N=N[C:24]([C:27]#N)([CH3:26])[CH3:25])([C:27]#N)[CH3:26].[C:29]1(C)[CH:34]=CC=C[CH:30]=1, predict the reaction product. The product is: [C:1]([O:6][C:7]1[CH:8]=[CH:25][C:24]2[C:26](=[CH:30][CH:29]=[CH:34][CH:27]=2)[CH:16]=1)(=[O:5])[C:2]([CH3:4])=[CH2:3]. (6) Given the reactants CS(C)=O.C(Cl)(=O)C(Cl)=O.[Cl:11][C:12]1[CH:13]=[C:14]([C:19]([CH3:24])([CH3:23])[CH:20]([OH:22])[CH3:21])[CH:15]=[CH:16][C:17]=1[Cl:18].CCN(CC)CC, predict the reaction product. The product is: [Cl:11][C:12]1[CH:13]=[C:14]([C:19]([CH3:24])([CH3:23])[C:20](=[O:22])[CH3:21])[CH:15]=[CH:16][C:17]=1[Cl:18]. (7) Given the reactants S1CC(=O)NC1=O.[CH3:8][C:9]1[CH:22]=[CH:21][C:20]([C:23]2[CH:28]=[N:27][CH:26]=[C:25]([N:29]3[CH2:35][CH2:34][CH2:33][N:32]([CH3:36])[CH2:31][CH2:30]3)[N:24]=2)=[CH:19][C:10]=1/[CH:11]=[C:12]1/[C:13](=[O:18])[NH:14][C:15](=[O:17])[S:16]/1, predict the reaction product. The product is: [CH3:8][C:9]1[CH:22]=[CH:21][C:20]([C:23]2[CH:28]=[N:27][CH:26]=[C:25]([N:29]3[CH2:35][CH2:34][CH2:33][N:32]([CH3:36])[CH2:31][CH2:30]3)[N:24]=2)=[CH:19][C:10]=1[CH:11]=[C:12]1[S:16][C:15](=[O:17])[NH:14][C:13]1=[O:18].